From a dataset of Reaction yield outcomes from USPTO patents with 853,638 reactions. Predict the reaction yield, written as a fraction of the theoretical maximum amount of product (1.0 means a 100% yield; for example, 0.34 means a 34% yield). (1) The reactants are [NH2:1][C:2]1[CH:9]=[C:8]([O:10][CH3:11])[CH:7]=[CH:6][C:3]=1[CH:4]=[O:5].[Br:12]N1C(=O)CCC1=O. The catalyst is ClCCl. The product is [NH2:1][C:2]1[CH:9]=[C:8]([O:10][CH3:11])[C:7]([Br:12])=[CH:6][C:3]=1[CH:4]=[O:5]. The yield is 0.560. (2) The reactants are FC1C=C(F)C=CC=1C1C=C(CN2C(=O)C3=CC=CC=C3C2=O)C(=O)N(CC(C)C)N=1.[C:32]([C:35]1[C:36](=[O:53])[N:37]([CH2:49][CH:50]([CH3:52])[CH3:51])[N:38]=[C:39]([C:41]2[CH:46]=[CH:45][C:44]([S:47][CH3:48])=[CH:43][CH:42]=2)[CH:40]=1)(O)=[O:33]. No catalyst specified. The product is [OH:33][CH2:32][C:35]1[C:36](=[O:53])[N:37]([CH2:49][CH:50]([CH3:51])[CH3:52])[N:38]=[C:39]([C:41]2[CH:46]=[CH:45][C:44]([S:47][CH3:48])=[CH:43][CH:42]=2)[CH:40]=1. The yield is 0.353. (3) The reactants are C(Cl)(=O)C(Cl)=O.[F:7][C:8]1[CH:13]=[CH:12][CH:11]=[CH:10][C:9]=1[C:14]1[C:19]([C:20](O)=[O:21])=[C:18]([CH3:23])[N:17]=[C:16]([N:24]2[CH2:29][CH2:28][O:27][CH2:26][CH2:25]2)[N:15]=1.[CH2:30]([NH:37][CH:38]([CH3:40])[CH3:39])[C:31]1[CH:36]=[CH:35][CH:34]=[CH:33][CH:32]=1.C(N(C(C)C)CC)(C)C. The catalyst is C(Cl)Cl.CN(C=O)C. The product is [CH2:30]([N:37]([CH:38]([CH3:40])[CH3:39])[C:20]([C:19]1[C:14]([C:9]2[CH:10]=[CH:11][CH:12]=[CH:13][C:8]=2[F:7])=[N:15][C:16]([N:24]2[CH2:25][CH2:26][O:27][CH2:28][CH2:29]2)=[N:17][C:18]=1[CH3:23])=[O:21])[C:31]1[CH:36]=[CH:35][CH:34]=[CH:33][CH:32]=1. The yield is 0.400.